From a dataset of hERG potassium channel inhibition data for cardiac toxicity prediction from Karim et al.. Regression/Classification. Given a drug SMILES string, predict its toxicity properties. Task type varies by dataset: regression for continuous values (e.g., LD50, hERG inhibition percentage) or binary classification for toxic/non-toxic outcomes (e.g., AMES mutagenicity, cardiotoxicity, hepatotoxicity). Dataset: herg_karim. The drug is Cl.N=C(N)N/N=C/c1ccc(-c2ccc(/C=N/Nc3ccc(F)cc3F)cc2)cc1. The result is 1 (blocker).